The task is: Regression/Classification. Given a drug SMILES string, predict its absorption, distribution, metabolism, or excretion properties. Task type varies by dataset: regression for continuous measurements (e.g., permeability, clearance, half-life) or binary classification for categorical outcomes (e.g., BBB penetration, CYP inhibition). Dataset: cyp3a4_veith.. This data is from CYP3A4 inhibition data for predicting drug metabolism from PubChem BioAssay. (1) The compound is Cc1ccc(Sc2cc(Cl)nc(N)n2)cc1. The result is 0 (non-inhibitor). (2) The drug is Cc1ccc(S(=O)(=O)O)cc1.N=C(N)SCCc1ccccn1. The result is 0 (non-inhibitor).